From a dataset of Full USPTO retrosynthesis dataset with 1.9M reactions from patents (1976-2016). Predict the reactants needed to synthesize the given product. Given the product [C:13]([O:17][C:18]([N:20]1[CH2:21][CH2:22][CH:23]([N:26]2[C:30]3=[N:31][CH:32]=[N:33][C:34]([O:12][C:9]4[CH:10]=[CH:11][C:6]([C:3]5[CH:4]=[CH:5][S:1][CH:2]=5)=[CH:7][CH:8]=4)=[C:29]3[CH:28]=[N:27]2)[CH2:24][CH2:25]1)=[O:19])([CH3:16])([CH3:14])[CH3:15], predict the reactants needed to synthesize it. The reactants are: [S:1]1[CH:5]=[CH:4][C:3]([C:6]2[CH:11]=[CH:10][C:9]([OH:12])=[CH:8][CH:7]=2)=[CH:2]1.[C:13]([O:17][C:18]([N:20]1[CH2:25][CH2:24][CH:23]([N:26]2[C:30]3=[N:31][CH:32]=[N:33][C:34](Cl)=[C:29]3[CH:28]=[N:27]2)[CH2:22][CH2:21]1)=[O:19])([CH3:16])([CH3:15])[CH3:14].C(=O)([O-])[O-].[K+].[K+].C(=O)([O-])[O-].[Na+].[Na+].